Dataset: Full USPTO retrosynthesis dataset with 1.9M reactions from patents (1976-2016). Task: Predict the reactants needed to synthesize the given product. Given the product [NH2:21][C:16]1[CH:17]=[CH:18][CH:19]=[C:20]2[C:15]=1[S:14][CH2:13][CH2:12][CH:11]2[C:9]1[N:8]=[CH:7][N:6]([S:3]([N:2]([CH3:24])[CH3:1])(=[O:4])=[O:5])[CH:10]=1, predict the reactants needed to synthesize it. The reactants are: [CH3:1][N:2]([CH3:24])[S:3]([N:6]1[CH:10]=[C:9]([C:11]2[C:20]3[C:15](=[C:16]([N+:21]([O-])=O)[CH:17]=[CH:18][CH:19]=3)[S:14][CH2:13][CH:12]=2)[N:8]=[CH:7]1)(=[O:5])=[O:4].